Dataset: Full USPTO retrosynthesis dataset with 1.9M reactions from patents (1976-2016). Task: Predict the reactants needed to synthesize the given product. Given the product [CH3:20][O:19][C:17](=[O:18])[CH2:16][CH:7]1[C:8]2[CH:15]=[CH:14][CH:13]=[CH:12][C:9]=2[C:10](=[O:11])[N:4]([CH3:3])[C:5]2[CH:24]=[C:23]([C:33]([OH:36])=[O:35])[CH:22]=[CH:21][C:6]1=2, predict the reactants needed to synthesize it. The reactants are: [C]=O.[CH3:3][N:4]1[C:10](=[O:11])[C:9]2[CH:12]=[CH:13][CH:14]=[CH:15][C:8]=2[CH:7]([CH2:16][C:17]([O:19][CH3:20])=[O:18])[C:6]2[CH:21]=[CH:22][C:23](OS(C(F)(F)F)(=O)=O)=[CH:24][C:5]1=2.[C:33]([O-:36])(=[O:35])C.[K+].C([O-])(O)=O.[Na+].